Task: Predict the reactants needed to synthesize the given product.. Dataset: Full USPTO retrosynthesis dataset with 1.9M reactions from patents (1976-2016) Given the product [CH3:1][S:2][S:3][CH2:4][CH2:5][S:6](=[O:10])(=[O:8])[CH3:7], predict the reactants needed to synthesize it. The reactants are: [CH3:1][S:2][S:3][CH2:4][CH2:5][S:6](=[O:8])[CH3:7].S([O-])([O-])(=O)=[O:10].[Mg+2].[Mn]([O-])(=O)(=O)=O.[K+].